From a dataset of Full USPTO retrosynthesis dataset with 1.9M reactions from patents (1976-2016). Predict the reactants needed to synthesize the given product. (1) Given the product [CH:22]1([C:27]2([CH2:35][CH2:36][C:37]3[CH:42]=[CH:41][C:40]([CH:43]([F:45])[F:44])=[C:39]([F:46])[CH:38]=3)[O:32][C:31](=[O:33])[C:30]([CH2:2][C:3]3[O:7][N:6]=[C:5]([NH:8][C:9](=[O:12])[O:10][CH3:11])[CH:4]=3)=[C:29]([OH:34])[CH2:28]2)[CH2:26][CH2:25][CH2:24][CH2:23]1, predict the reactants needed to synthesize it. The reactants are: Br[CH2:2][C:3]1[O:7][N:6]=[C:5]([NH:8][C:9](=[O:12])[O:10][CH3:11])[CH:4]=1.ClCC1N(C)N=C(C)N=1.[CH:22]1([C:27]2([CH2:35][CH2:36][C:37]3[CH:42]=[CH:41][C:40]([CH:43]([F:45])[F:44])=[C:39]([F:46])[CH:38]=3)[O:32][C:31](=[O:33])[CH2:30][C:29](=[O:34])[CH2:28]2)[CH2:26][CH2:25][CH2:24][CH2:23]1. (2) Given the product [Br:18][CH2:19][CH2:20][CH2:21][CH2:22][O:17][C:15]1[CH:14]=[CH:13][C:12]2[C:8]([C:5]3[CH:4]=[CH:3][C:2]([F:1])=[CH:7][CH:6]=3)=[N:9][S:10][C:11]=2[CH:16]=1, predict the reactants needed to synthesize it. The reactants are: [F:1][C:2]1[CH:7]=[CH:6][C:5]([C:8]2[C:12]3[CH:13]=[CH:14][C:15]([OH:17])=[CH:16][C:11]=3[S:10][N:9]=2)=[CH:4][CH:3]=1.[Br:18][CH2:19][CH2:20][CH2:21][CH2:22]Br. (3) Given the product [CH:1]1[CH:10]=[N:9][C:8]2[C:3](=[C:4]([N+:12]([O-:14])=[O:13])[CH:5]=[CH:6][C:7]=2[OH:11])[CH:2]=1.[CH2:15]([CH2:17][NH2:18])[OH:16], predict the reactants needed to synthesize it. The reactants are: [CH:1]1[CH:10]=[N:9][C:8]2[C:3](=[C:4]([N+:12]([O-:14])=[O:13])[CH:5]=[CH:6][C:7]=2[OH:11])[CH:2]=1.[CH2:15]([CH2:17][NH2:18])[OH:16]. (4) Given the product [Br:21][C:22]1[CH:23]=[C:24]([S:28]([NH:16][C:13]2[CH:14]=[CH:15][C:10]([CH2:9][N:6]3[CH2:7][CH2:8][N:3]([CH2:1][CH3:2])[CH2:4][CH2:5]3)=[C:11]([C:17]([F:20])([F:18])[F:19])[CH:12]=2)(=[O:30])=[O:29])[CH:25]=[CH:26][CH:27]=1, predict the reactants needed to synthesize it. The reactants are: [CH2:1]([N:3]1[CH2:8][CH2:7][N:6]([CH2:9][C:10]2[CH:15]=[CH:14][C:13]([NH2:16])=[CH:12][C:11]=2[C:17]([F:20])([F:19])[F:18])[CH2:5][CH2:4]1)[CH3:2].[Br:21][C:22]1[CH:23]=[C:24]([S:28](Cl)(=[O:30])=[O:29])[CH:25]=[CH:26][CH:27]=1.C([O-])(O)=O.[Na+]. (5) Given the product [Cl:1][C:2]1[CH:3]=[C:4]([CH:5]=[CH:6][CH:7]=1)[O:8][CH2:21][C:22]1[CH:32]=[CH:31][CH:30]=[CH:29][C:23]=1[C:24]([Cl:28])=[N:25][O:26][CH3:27], predict the reactants needed to synthesize it. The reactants are: [Cl:1][C:2]1[CH:3]=[C:4]([OH:8])[CH:5]=[CH:6][CH:7]=1.CN(C)C=O.C(=O)([O-])[O-].[K+].[K+].Cl[CH2:21][C:22]1[CH:32]=[CH:31][CH:30]=[CH:29][C:23]=1[C:24]([Cl:28])=[N:25][O:26][CH3:27]. (6) Given the product [N:55]([C:56]([O:58][CH2:59][CH3:60])=[O:57])([C:15]([O:14][CH2:7][CH3:1])=[O:29])[NH2:54], predict the reactants needed to synthesize it. The reactants are: [C:1]1([CH:7]([O:14][C:15](=[O:29])[C@H]2C[C@H](O)CN2[C:15]([O:14][C:7](C)(C)[CH3:1])=[O:29])C2C=CC=CC=2)C=CC=CC=1.C1(P(C2C=CC=CC=2)C2C=CC=CC=2)C=CC=CC=1.CCOC(/[N:54]=[N:55]/[C:56]([O:58][CH2:59][CH3:60])=[O:57])=O. (7) Given the product [ClH:23].[ClH:60].[C:24]1([CH:16]([N:13]2[CH2:14][CH2:15][N:10]([CH2:9][CH2:8][O:7][CH2:6][C:5]([OH:30])=[O:36])[CH2:11][CH2:12]2)[C:17]2[CH:18]=[CH:19][C:20]([Cl:23])=[CH:21][CH:22]=2)[CH:29]=[CH:28][CH:27]=[CH:26][CH:25]=1, predict the reactants needed to synthesize it. The reactants are: Cl.Cl.CN(C)[C:5](=[O:30])[CH2:6][O:7][CH2:8][CH2:9][N:10]1[CH2:15][CH2:14][N:13]([CH:16]([C:24]2[CH:29]=[CH:28][CH:27]=[CH:26][CH:25]=2)[C:17]2[CH:22]=[CH:21][C:20]([Cl:23])=[CH:19][CH:18]=2)[CH2:12][CH2:11]1.C(O)(=O)/C=C/C(O)=[O:36].CN(C)C(=O)COCCN1CCN(C(C2C=CC=CC=2)C2C=CC([Cl:60])=CC=2)CC1. (8) Given the product [CH2:3]([CH:6]1[C:11]2[N:12]=[CH:13][NH:14][C:10]=2[CH2:9][CH2:8][N:7]1[C:22]([O:24][CH2:25][CH:26]=[CH2:27])=[O:23])[CH2:4][CH3:5], predict the reactants needed to synthesize it. The reactants are: Cl.Cl.[CH2:3]([CH:6]1[C:11]2[N:12]=[CH:13][NH:14][C:10]=2[CH2:9][CH2:8][NH:7]1)[CH2:4][CH3:5].C([O-])([O-])=O.[K+].[K+].Cl[C:22]([O:24][CH2:25][CH:26]=[CH2:27])=[O:23].[OH-].[Na+].Cl. (9) Given the product [CH:16]([O:15][C:11]1[CH:12]=[CH:13][CH:14]=[C:9]2[C:10]=1[C:19](=[N:45][NH:44][C:43]1[CH:38]=[CH:39][C:40]([S:46]([NH2:49])(=[O:47])=[O:48])=[CH:41][CH:42]=1)[C:6](=[O:7])[NH:8]2)([CH3:17])[CH3:18], predict the reactants needed to synthesize it. The reactants are: C(O[C:6]([NH:8][C:9]1[CH:14]=[CH:13][CH:12]=[C:11]([O:15][CH:16]([CH3:18])[CH3:17])[CH:10]=1)=[O:7])(C)(C)C.[C:19]([Li])(C)(C)C.C(OCC)(=O)C(OCC)=O.Cl.CCO.[CH:38]1[C:43]([NH:44][NH2:45])=[CH:42][CH:41]=[C:40]([S:46]([NH2:49])(=[O:48])=[O:47])[CH:39]=1.Cl. (10) Given the product [F:24][C:25]1[CH:30]=[C:29]([F:31])[CH:28]=[CH:27][C:26]=1[C:32]1[O:36][N:35]=[C:34]([C:17]([N:6]2[CH2:7][C@H:8]([C:12]3[O:16][CH:15]=[N:14][CH:13]=3)[NH:9][C:10](=[O:11])[C@@H:5]2[CH2:1][CH:2]([CH3:3])[CH3:4])=[O:19])[CH:33]=1, predict the reactants needed to synthesize it. The reactants are: [CH2:1]([C@H:5]1[C:10](=[O:11])[NH:9][C@@H:8]([C:12]2[O:16][CH:15]=[N:14][CH:13]=2)[CH2:7][N:6]1[C:17]([O:19]C(C)(C)C)=O)[CH:2]([CH3:4])[CH3:3].[F:24][C:25]1[CH:30]=[C:29]([F:31])[CH:28]=[CH:27][C:26]=1[C:32]1[O:36][N:35]=[C:34](C(O)=O)[CH:33]=1.FC1C=CC(C2ON=C(C(N3C[C@H](C4OC=NC=4)NC(=O)[C@@H]3CC(C)C)=O)C=2)=CC=1.